Dataset: Full USPTO retrosynthesis dataset with 1.9M reactions from patents (1976-2016). Task: Predict the reactants needed to synthesize the given product. Given the product [F:15][C:16]([F:27])([F:26])[C:17]1[CH:22]=[C:21]([C:2]2[CH:3]=[CH:4][C:5]3[N:12]4[CH2:13][C@H:8]([CH2:9][CH2:10][CH2:11]4)[NH:7][C:6]=3[N:14]=2)[CH:20]=[CH:19][CH:18]=1, predict the reactants needed to synthesize it. The reactants are: Cl[C:2]1[CH:3]=[CH:4][C:5]2[N:12]3[CH2:13][C@H:8]([CH2:9][CH2:10][CH2:11]3)[NH:7][C:6]=2[N:14]=1.[F:15][C:16]([F:27])([F:26])[C:17]1[CH:18]=[C:19](B(O)O)[CH:20]=[CH:21][CH:22]=1.C1(P(C2CCCCC2)C2C=CC=CC=2C2C(C(C)C)=CC(C(C)C)=CC=2C(C)C)CCCCC1.C(=O)([O-])[O-].[Cs+].[Cs+].